Dataset: Catalyst prediction with 721,799 reactions and 888 catalyst types from USPTO. Task: Predict which catalyst facilitates the given reaction. Reactant: Cl[C:2]1[C:7]([N+:8]([O-:10])=[O:9])=[CH:6][CH:5]=[C:4](Cl)[N:3]=1.C(N(CC)CC)C.[N:19]1[CH:24]=[CH:23][CH:22]=[C:21]([C@H:25]([NH2:27])[CH3:26])[CH:20]=1.[CH3:28][O:29][C:30]1[CH:37]=[C:36]([O:38][CH3:39])[CH:35]=[CH:34][C:31]=1[CH2:32][NH2:33]. Product: [CH3:28][O:29][C:30]1[CH:37]=[C:36]([O:38][CH3:39])[CH:35]=[CH:34][C:31]=1[CH2:32][NH:33][C:4]1[N:3]=[C:2]([NH:27][C@@H:25]([C:21]2[CH:20]=[N:19][CH:24]=[CH:23][CH:22]=2)[CH3:26])[C:7]([N+:8]([O-:10])=[O:9])=[CH:6][CH:5]=1. The catalyst class is: 13.